From a dataset of TCR-epitope binding with 47,182 pairs between 192 epitopes and 23,139 TCRs. Binary Classification. Given a T-cell receptor sequence (or CDR3 region) and an epitope sequence, predict whether binding occurs between them. (1) The epitope is FVDGVPFVV. The TCR CDR3 sequence is CASNSDSSYEQYF. Result: 1 (the TCR binds to the epitope). (2) The epitope is TLVPQEHYV. The TCR CDR3 sequence is CASSQWGRDRGLNSNQPQHF. Result: 1 (the TCR binds to the epitope).